This data is from NCI-60 drug combinations with 297,098 pairs across 59 cell lines. The task is: Regression. Given two drug SMILES strings and cell line genomic features, predict the synergy score measuring deviation from expected non-interaction effect. (1) Drug 1: C1=NC2=C(N1)C(=S)N=C(N2)N. Drug 2: C1CNP(=O)(OC1)N(CCCl)CCCl. Cell line: HCT-15. Synergy scores: CSS=33.5, Synergy_ZIP=-0.429, Synergy_Bliss=-1.54, Synergy_Loewe=-20.0, Synergy_HSA=-2.82. (2) Drug 1: COC1=C(C=C2C(=C1)N=CN=C2NC3=CC(=C(C=C3)F)Cl)OCCCN4CCOCC4. Drug 2: CC1=C(C=C(C=C1)C(=O)NC2=CC(=CC(=C2)C(F)(F)F)N3C=C(N=C3)C)NC4=NC=CC(=N4)C5=CN=CC=C5. Cell line: MDA-MB-435. Synergy scores: CSS=11.6, Synergy_ZIP=-2.31, Synergy_Bliss=1.99, Synergy_Loewe=-0.708, Synergy_HSA=-1.13. (3) Cell line: HT29. Drug 2: CC1C(C(CC(O1)OC2CC(OC(C2O)C)OC3=CC4=CC5=C(C(=O)C(C(C5)C(C(=O)C(C(C)O)O)OC)OC6CC(C(C(O6)C)O)OC7CC(C(C(O7)C)O)OC8CC(C(C(O8)C)O)(C)O)C(=C4C(=C3C)O)O)O)O. Synergy scores: CSS=-3.70, Synergy_ZIP=4.47, Synergy_Bliss=2.79, Synergy_Loewe=-4.02, Synergy_HSA=-2.49. Drug 1: C1CCC(C1)C(CC#N)N2C=C(C=N2)C3=C4C=CNC4=NC=N3. (4) Drug 1: CC=C1C(=O)NC(C(=O)OC2CC(=O)NC(C(=O)NC(CSSCCC=C2)C(=O)N1)C(C)C)C(C)C. Drug 2: C1C(C(OC1N2C=NC3=C2NC=NCC3O)CO)O. Cell line: HOP-92. Synergy scores: CSS=31.5, Synergy_ZIP=0.762, Synergy_Bliss=-0.179, Synergy_Loewe=-49.2, Synergy_HSA=-2.13.